Dataset: Forward reaction prediction with 1.9M reactions from USPTO patents (1976-2016). Task: Predict the product of the given reaction. (1) The product is: [CH2:1]([O:3][C:4](=[O:26])[CH2:5][C:6]1[CH:7]=[C:8]([C:14]2[CH:19]=[CH:18][C:17]([C:20]([F:23])([F:21])[F:22])=[CH:16][C:15]=2[CH2:24][NH2:25])[C:9]([O:12][CH3:13])=[CH:10][CH:11]=1)[CH3:2]. Given the reactants [CH2:1]([O:3][C:4](=[O:26])[CH2:5][C:6]1[CH:7]=[C:8]([C:14]2[CH:19]=[CH:18][C:17]([C:20]([F:23])([F:22])[F:21])=[CH:16][C:15]=2[C:24]#[N:25])[C:9]([O:12][CH3:13])=[CH:10][CH:11]=1)[CH3:2].[BH4-].[Na+].Cl, predict the reaction product. (2) Given the reactants [CH3:1][O:2][CH2:3][C:4]1[CH:9]=[CH:8][CH:7]=[CH:6][C:5]=1[C:10]1[CH:15]=[CH:14][C:13]([C:16]([O:18]C)=[O:17])=[CH:12][C:11]=1[CH3:20].[OH-].[Na+], predict the reaction product. The product is: [CH3:1][O:2][CH2:3][C:4]1[CH:9]=[CH:8][CH:7]=[CH:6][C:5]=1[C:10]1[CH:15]=[CH:14][C:13]([C:16]([OH:18])=[O:17])=[CH:12][C:11]=1[CH3:20]. (3) The product is: [CH3:1][C:2]1[O:6][C:5]([C:7]2[CH:8]=[CH:9][CH:10]=[CH:11][CH:12]=2)=[N:4][C:3]=1[CH2:13][C:14]#[C:15][C:17]1[CH:24]=[CH:23][C:20]([CH2:21][OH:22])=[CH:19][CH:18]=1. Given the reactants [CH3:1][C:2]1[O:6][C:5]([C:7]2[CH:12]=[CH:11][CH:10]=[CH:9][CH:8]=2)=[N:4][C:3]=1[CH2:13][C:14]#[CH:15].I[C:17]1[CH:24]=[CH:23][C:20]([CH2:21][OH:22])=[CH:19][CH:18]=1, predict the reaction product. (4) Given the reactants C([BH3-])#N.[CH3:4][C:5]1([N:11]2[CH2:16][CH2:15][C:14](=O)[CH2:13][CH2:12]2)[CH2:10][CH2:9][O:8][CH2:7][CH2:6]1.[NH2:18][C:19]1[CH:24]=[C:23]([C:25]([F:28])([F:27])[F:26])[CH:22]=[CH:21][C:20]=1[OH:29].C(O)(=O)C, predict the reaction product. The product is: [CH3:4][C:5]1([N:11]2[CH2:16][CH2:15][CH:14]([NH:18][C:19]3[CH:24]=[C:23]([C:25]([F:26])([F:27])[F:28])[CH:22]=[CH:21][C:20]=3[OH:29])[CH2:13][CH2:12]2)[CH2:10][CH2:9][O:8][CH2:7][CH2:6]1. (5) Given the reactants CN(C)C=O.[CH2:6]([O:8][C:9]([C@H:11]1[CH2:15][CH2:14][C@@H:13]([C:16]2[CH:21]=[C:20]([F:22])[C:19]([F:23])=[C:18]([F:24])[CH:17]=2)[NH:12]1)=[O:10])[CH3:7].[C:25]([O:29][C:30](O[C:30]([O:29][C:25]([CH3:28])([CH3:27])[CH3:26])=[O:31])=[O:31])([CH3:28])([CH3:27])[CH3:26].N1C=CN=C1, predict the reaction product. The product is: [CH3:7][CH2:6][O:8][C:9]([C@H:11]1[CH2:15][CH2:14][C@@H:13]([C:16]2[CH:21]=[C:20]([F:22])[C:19]([F:23])=[C:18]([F:24])[CH:17]=2)[N:12]1[C:30]([O:29][C:25]([CH3:28])([CH3:27])[CH3:26])=[O:31])=[O:10].